Dataset: NCI-60 drug combinations with 297,098 pairs across 59 cell lines. Task: Regression. Given two drug SMILES strings and cell line genomic features, predict the synergy score measuring deviation from expected non-interaction effect. (1) Synergy scores: CSS=11.0, Synergy_ZIP=-1.92, Synergy_Bliss=-5.45, Synergy_Loewe=-22.4, Synergy_HSA=-8.09. Drug 1: C1C(C(OC1N2C=C(C(=O)NC2=O)F)CO)O. Cell line: DU-145. Drug 2: CC(C)NC(=O)C1=CC=C(C=C1)CNNC.Cl. (2) Drug 1: C(CC(=O)O)C(=O)CN.Cl. Drug 2: C1CC(=O)NC(=O)C1N2C(=O)C3=CC=CC=C3C2=O. Cell line: SK-MEL-5. Synergy scores: CSS=7.91, Synergy_ZIP=-2.29, Synergy_Bliss=-2.50, Synergy_Loewe=-2.17, Synergy_HSA=-3.00. (3) Drug 1: C1=CC(=CC=C1C#N)C(C2=CC=C(C=C2)C#N)N3C=NC=N3. Drug 2: C1=CC=C(C=C1)NC(=O)CCCCCCC(=O)NO. Cell line: RPMI-8226. Synergy scores: CSS=39.2, Synergy_ZIP=1.66, Synergy_Bliss=-0.0547, Synergy_Loewe=-7.16, Synergy_HSA=0.746. (4) Synergy scores: CSS=77.3, Synergy_ZIP=-0.634, Synergy_Bliss=-0.671, Synergy_Loewe=1.72, Synergy_HSA=5.99. Drug 2: CC1=C(C(=CC=C1)Cl)NC(=O)C2=CN=C(S2)NC3=CC(=NC(=N3)C)N4CCN(CC4)CCO. Cell line: CAKI-1. Drug 1: CCC1=CC2CC(C3=C(CN(C2)C1)C4=CC=CC=C4N3)(C5=C(C=C6C(=C5)C78CCN9C7C(C=CC9)(C(C(C8N6C)(C(=O)OC)O)OC(=O)C)CC)OC)C(=O)OC.C(C(C(=O)O)O)(C(=O)O)O.